Dataset: Forward reaction prediction with 1.9M reactions from USPTO patents (1976-2016). Task: Predict the product of the given reaction. (1) Given the reactants [Cl:1][C:2]1[CH:3]=[C:4]([C@@H:8]2[C@@H:13]([C:14]3[CH:19]=[CH:18][C:17]([Cl:20])=[CH:16][CH:15]=3)[N:12]([C@@H:21]([CH2:31][CH3:32])[CH2:22][N:23]([CH3:30])[S:24]([CH:27]3[CH2:29][CH2:28]3)(=[O:26])=[O:25])[C:11](=[O:33])[C@:10]([CH2:35][C:36]([OH:38])=[O:37])([CH3:34])[CH2:9]2)[CH:5]=[CH:6][CH:7]=1.[CH3:39][Si](C=[N+]=[N-])(C)C.C(OCC)C, predict the reaction product. The product is: [Cl:1][C:2]1[CH:3]=[C:4]([C@@H:8]2[C@@H:13]([C:14]3[CH:15]=[CH:16][C:17]([Cl:20])=[CH:18][CH:19]=3)[N:12]([C@@H:21]([CH2:31][CH3:32])[CH2:22][N:23]([CH3:30])[S:24]([CH:27]3[CH2:28][CH2:29]3)(=[O:25])=[O:26])[C:11](=[O:33])[C@:10]([CH2:35][C:36]([O:38][CH3:39])=[O:37])([CH3:34])[CH2:9]2)[CH:5]=[CH:6][CH:7]=1. (2) Given the reactants [CH3:1][C:2]([CH3:7])([CH2:5]O)[CH:3]=[O:4].[CH2:8]([C:10]([CH2:15][OH:16])([CH2:13][OH:14])[CH2:11][OH:12])[CH3:9].O, predict the reaction product. The product is: [CH2:8]([C:10]1([CH2:15][OH:16])[CH2:13][O:14][CH:1]([C:2]([CH3:7])([CH3:5])[CH2:3][OH:4])[O:12][CH2:11]1)[CH3:9]. (3) Given the reactants [NH:1]1[C:9]2[C:4](=[CH:5][CH:6]=[CH:7][CH:8]=2)[CH:3]=[C:2]1[C:10]([NH:12][C@H:13]([C:18]([N:20]1[CH2:25][C@@H:24]2[CH2:26][C@H:21]1[CH2:22][N:23]2C(OC(C)(C)C)=O)=[O:19])[C:14]([CH3:17])([CH3:16])[CH3:15])=[O:11].C(O)(C(F)(F)F)=O, predict the reaction product. The product is: [C@H:21]12[CH2:26][C@H:24]([NH:23][CH2:22]1)[CH2:25][N:20]2[C:18]([C@@H:13]([NH:12][C:10]([C:2]1[NH:1][C:9]2[C:4]([CH:3]=1)=[CH:5][CH:6]=[CH:7][CH:8]=2)=[O:11])[C:14]([CH3:17])([CH3:16])[CH3:15])=[O:19]. (4) The product is: [NH2:17][C:13]1[CH:12]=[C:11]2[C:16](=[CH:15][CH:14]=1)[N:8]([CH2:1][C:2]1[CH:3]=[CH:4][CH:5]=[CH:6][CH:7]=1)[CH:9]=[CH:10]2. Given the reactants [CH2:1]([N:8]1[C:16]2[C:11](=[CH:12][C:13]([N+:17]([O-])=O)=[CH:14][CH:15]=2)[CH:10]=[CH:9]1)[C:2]1[CH:7]=[CH:6][CH:5]=[CH:4][CH:3]=1.[H][H], predict the reaction product. (5) Given the reactants [Br:1][C:2]1[C:10]2[C:5](=[CH:6][C:7]([CH3:14])=[C:8]([N+:11]([O-:13])=[O:12])[CH:9]=2)[N:4]([C:15]([C:28]2[CH:33]=[CH:32][CH:31]=[CH:30][CH:29]=2)([C:22]2[CH:27]=[CH:26][CH:25]=[CH:24][CH:23]=2)[C:16]2[CH:21]=[CH:20][CH:19]=[CH:18][CH:17]=2)[N:3]=1.C1C(=O)N([Br:41])C(=O)C1.[O-]S([O-])(=S)=O.[Na+].[Na+], predict the reaction product. The product is: [Br:1][C:2]1[C:10]2[C:5](=[CH:6][C:7]([CH2:14][Br:41])=[C:8]([N+:11]([O-:13])=[O:12])[CH:9]=2)[N:4]([C:15]([C:28]2[CH:33]=[CH:32][CH:31]=[CH:30][CH:29]=2)([C:16]2[CH:21]=[CH:20][CH:19]=[CH:18][CH:17]=2)[C:22]2[CH:23]=[CH:24][CH:25]=[CH:26][CH:27]=2)[N:3]=1. (6) Given the reactants [C:1]([CH:5]1[CH2:10][CH2:9][CH:8]([NH:11][CH2:12][C:13]2[CH:18]=[CH:17][C:16]([CH:19]([OH:26])[CH2:20][C:21]3[N:22]=[N:23][NH:24][N:25]=3)=[CH:15][CH:14]=2)[CH2:7][CH2:6]1)([CH3:4])([CH3:3])[CH3:2].[F:27][C:28]([F:43])([F:42])[C:29]1[CH:30]=[C:31]([N:39]=[C:40]=[O:41])[CH:32]=[C:33]([C:35]([F:38])([F:37])[F:36])[CH:34]=1, predict the reaction product. The product is: [F:27][C:28]([F:42])([F:43])[C:29]1[CH:30]=[C:31]([NH:39][C:40](=[O:41])[N:11]([CH:8]2[CH2:7][CH2:6][CH:5]([C:1]([CH3:4])([CH3:2])[CH3:3])[CH2:10][CH2:9]2)[CH2:12][C:13]2[CH:18]=[CH:17][C:16]([CH:19]([OH:26])[CH2:20][C:21]3[N:22]=[N:23][NH:24][N:25]=3)=[CH:15][CH:14]=2)[CH:32]=[C:33]([C:35]([F:38])([F:36])[F:37])[CH:34]=1. (7) Given the reactants [CH3:1][C@H:2]1N(C(C2C=CC=CC=2N2N=CC=N2)=O)[CH2:6][C@H:5](OC2C=C(C(O)C)C=CC=2)[CH2:4][CH2:3]1.CN(C)[C:46]1[CH:51]=[CH:50][C:49](P([C:46]2[CH:51]=[CH:50][CH:49]=[CH:48][CH:47]=2)[C:46]2[CH:51]=[CH:50][CH:49]=[CH:48][CH:47]=2)=[CH:48][CH:47]=1.[N+:53]([C:56]1[CH:64]=[CH:63][C:59]([C:60]([OH:62])=[O:61])=[CH:58][CH:57]=1)([O-:55])=[O:54].C[CH2:75][O:74][C:72](/[N:71]=[N:71]/[C:72]([O:74][CH2:75]C)=[O:73])=[O:73], predict the reaction product. The product is: [CH3:6][C@@H:5]1[CH2:4][CH2:3][C@@H:2]([O:61][C:60]([C:59]2[CH:58]=[CH:57][C:56]([N+:53]([O-:55])=[O:54])=[CH:64][CH:63]=2)=[O:62])[CH2:1][N:71]1[C:72]([O:74][CH2:75][C:46]1[CH:47]=[CH:48][CH:49]=[CH:50][CH:51]=1)=[O:73]. (8) The product is: [CH2:15]([C:7]1[S:6][C:5]([NH:4][C:1](=[O:3])[CH3:2])=[N:9][C:8]=1[CH:10]=[O:11])[C:16]1[CH:21]=[CH:20][CH:19]=[CH:18][CH:17]=1. Given the reactants [C:1]([NH:4][C:5]1[S:6][C:7]([CH2:15][C:16]2[CH:21]=[CH:20][CH:19]=[CH:18][CH:17]=2)=[C:8]([C:10](OCC)=[O:11])[N:9]=1)(=[O:3])[CH3:2].[BH4-].[Li+], predict the reaction product. (9) Given the reactants [NH2:1][C:2]1[N:7]=[C:6](Cl)[C:5]([C:9]#[N:10])=[C:4]([C:11]2[CH:16]=[CH:15][CH:14]=[CH:13][CH:12]=2)[N:3]=1.[C:17]1([OH:23])[CH:22]=[CH:21][CH:20]=[CH:19][CH:18]=1.C1CCN2C(=NCCC2)CC1, predict the reaction product. The product is: [NH2:1][C:2]1[N:7]=[C:6]([O:23][C:17]2[CH:22]=[CH:21][CH:20]=[CH:19][CH:18]=2)[C:5]([C:9]#[N:10])=[C:4]([C:11]2[CH:16]=[CH:15][CH:14]=[CH:13][CH:12]=2)[N:3]=1. (10) Given the reactants [CH:1]#[C:2][C:3]1[CH:8]=[CH:7][CH:6]=[C:5]([NH:9][C:10]2[C:19]3[C:14](=[CH:15][C:16]4[O:29][CH2:28][CH2:27][O:26][CH2:25][CH2:24][O:23][CH2:22][CH2:21][O:20][C:17]=4[CH:18]=3)[N:13]=[CH:12][N:11]=2)[CH:4]=1.Cl.[OH-].[Na+], predict the reaction product. The product is: [CH:1]#[C:2][C:3]1[CH:8]=[CH:7][CH:6]=[C:5]([NH:9][C:10]2[N:11]=[CH:12][N:13]=[C:14]3[C:19]=2[CH:18]=[C:17]2[O:20][CH2:21][CH2:22][O:23][CH2:24][CH2:25][O:26][CH2:27][CH2:28][O:29][C:16]2=[CH:15]3)[CH:4]=1.